Dataset: Full USPTO retrosynthesis dataset with 1.9M reactions from patents (1976-2016). Task: Predict the reactants needed to synthesize the given product. (1) Given the product [CH3:1][C:2]1([CH3:23])[C:11]2[C:6](=[CH:7][CH:8]=[C:9]([C:12]([F:15])([F:13])[F:14])[CH:10]=2)[NH:5][CH:4]([C:16]2[CH:17]=[C:18]([NH:22][S:31]([CH3:30])(=[O:33])=[O:32])[CH:19]=[CH:20][CH:21]=2)[CH2:3]1, predict the reactants needed to synthesize it. The reactants are: [CH3:1][C:2]1([CH3:23])[C:11]2[C:6](=[CH:7][CH:8]=[C:9]([C:12]([F:15])([F:14])[F:13])[CH:10]=2)[NH:5][CH:4]([C:16]2[CH:17]=[C:18]([NH2:22])[CH:19]=[CH:20][CH:21]=2)[CH2:3]1.N1C=CC=CC=1.[CH3:30][S:31](Cl)(=[O:33])=[O:32]. (2) Given the product [CH3:19][O:20][C:21]1[CH:22]=[C:23]([CH:24]=[CH:25][CH:26]=1)[CH2:27][O:1][C:2]1[CH:3]=[C:4]([CH2:8][NH:9][C:10](=[O:18])[C:11]2[CH:16]=[CH:15][CH:14]=[N:13][C:12]=2[NH2:17])[CH:5]=[CH:6][CH:7]=1, predict the reactants needed to synthesize it. The reactants are: [OH:1][C:2]1[CH:3]=[C:4]([CH2:8][NH:9][C:10](=[O:18])[C:11]2[CH:16]=[CH:15][CH:14]=[N:13][C:12]=2[NH2:17])[CH:5]=[CH:6][CH:7]=1.[CH3:19][O:20][C:21]1[CH:22]=[C:23]([CH2:27]Cl)[CH:24]=[CH:25][CH:26]=1.C(=O)([O-])[O-].[Cs+].[Cs+].CN(C=O)C. (3) Given the product [F:1][C:2]1[C:3]([NH2:16])=[CH:4][C:5]2[CH:6]=[C:7]3[C:13]([CH3:14])([CH3:15])[CH2:12][CH2:11][N:8]3[C:9]=2[CH:10]=1, predict the reactants needed to synthesize it. The reactants are: [F:1][C:2]1[C:3]([N+:16]([O-])=O)=[CH:4][C:5]2[CH:6]=[C:7]3[C:13]([CH3:15])([CH3:14])[CH2:12][CH2:11][N:8]3[C:9]=2[CH:10]=1.C([O-])=O.[NH4+].